This data is from Reaction yield outcomes from USPTO patents with 853,638 reactions. The task is: Predict the reaction yield, written as a fraction of the theoretical maximum amount of product (1.0 means a 100% yield; for example, 0.34 means a 34% yield). (1) The reactants are Cl.[NH:2]1[CH2:5][C:4](=[CH:6][C:7]#[N:8])[CH2:3]1.[F:9][C:10]1[C:24]([C:25]([F:28])([F:27])[F:26])=[N:23][CH:22]=[CH:21][C:11]=1[C:12]([N:14]1[CH2:19][CH2:18][C:17](=O)[CH2:16][CH2:15]1)=[O:13].C(O[BH-](OC(=O)C)OC(=O)C)(=O)C.[Na+]. The catalyst is C(Cl)Cl. The product is [F:9][C:10]1[C:24]([C:25]([F:27])([F:26])[F:28])=[N:23][CH:22]=[CH:21][C:11]=1[C:12]([N:14]1[CH2:15][CH2:16][CH:17]([N:2]2[CH2:5][C:4](=[CH:6][C:7]#[N:8])[CH2:3]2)[CH2:18][CH2:19]1)=[O:13]. The yield is 0.748. (2) The reactants are [C:1]([C:3]1[CH:4]=[C:5]([C:13]2[O:17][N:16]=[C:15]([C:18]3[CH:26]=[CH:25][CH:24]=[C:23]4[C:19]=3[CH2:20][CH2:21][C@@H:22]4[NH:27][S:28]([CH2:31][C:32](O)=[O:33])(=[O:30])=[O:29])[N:14]=2)[CH:6]=[CH:7][C:8]=1[O:9][CH:10]([CH3:12])[CH3:11])#[N:2].ON1C2C=CC=CC=2N=N1.C(Cl)CCl.[CH3:49][NH:50][CH3:51]. The catalyst is CN(C=O)C.O. The product is [C:1]([C:3]1[CH:4]=[C:5]([C:13]2[O:17][N:16]=[C:15]([C:18]3[CH:26]=[CH:25][CH:24]=[C:23]4[C:19]=3[CH2:20][CH2:21][C@@H:22]4[NH:27][S:28]([CH2:31][C:32]([N:50]([CH3:51])[CH3:49])=[O:33])(=[O:29])=[O:30])[N:14]=2)[CH:6]=[CH:7][C:8]=1[O:9][CH:10]([CH3:12])[CH3:11])#[N:2]. The yield is 0.700. (3) The reactants are [CH2:1]([N:8]1[C:17]2[C:12](=[CH:13][C:14]([C:18]#[N:19])=[CH:15][CH:16]=2)[CH2:11][CH:10]([NH:20][S:21]([C:24]2[CH:29]=[CH:28][CH:27]=[CH:26][CH:25]=2)(=[O:23])=[O:22])[CH2:9]1)[C:2]1[CH:7]=[CH:6][CH:5]=[CH:4][CH:3]=1.I([Cl:33])(=O)=O.I(Cl)(=O)=O.I(Cl)(=O)=O.I(Cl)(=O)=O.C([N+](C)(C)C)C1C=CC=CC=1. The catalyst is C(O)(=O)C. The product is [CH2:1]([N:8]1[C:17]2[C:12](=[CH:13][C:14]([C:18]#[N:19])=[CH:15][C:16]=2[Cl:33])[CH2:11][CH:10]([NH:20][S:21]([C:24]2[CH:29]=[CH:28][CH:27]=[CH:26][CH:25]=2)(=[O:23])=[O:22])[CH2:9]1)[C:2]1[CH:3]=[CH:4][CH:5]=[CH:6][CH:7]=1. The yield is 0.820. (4) The reactants are [C:1]([C:3]1[CH:8]=[CH:7][C:6]([C:9]2[CH:10]=[N:11][N:12]([C:15]3[CH:23]=[CH:22][C:18]([C:19]([OH:21])=O)=[CH:17][N:16]=3)[C:13]=2[OH:14])=[CH:5][CH:4]=1)#[N:2].CCN=C=NCCCN(C)C.[CH:35]1[CH:40]=[C:39]2N=N[N:43](O)[C:38]2=CC=1.O.CCN(C(C)C)C(C)C.C[C@H]1C[C@@H]1N.Cl. The catalyst is CN(C=O)C.O. The product is [C:1]([C:3]1[CH:4]=[CH:5][C:6]([C:9]2[CH:10]=[N:11][N:12]([C:15]3[CH:23]=[CH:22][C:18]([C:19]([NH:43][C@H:38]4[CH2:39][C@@H:40]4[CH3:35])=[O:21])=[CH:17][N:16]=3)[C:13]=2[OH:14])=[CH:7][CH:8]=1)#[N:2]. The yield is 0.675. (5) The reactants are [NH2:1][C@@H:2]1[CH2:7][CH2:6][CH2:5][N:4]([C:8]2[N:9]([CH2:20][C:21]3[CH:28]=[CH:27][CH:26]=[CH:25][C:22]=3[C:23]#[N:24])[C:10](=[O:19])[C:11]3[CH:17]=[C:16](Cl)[N:15]=[CH:14][C:12]=3[N:13]=2)[CH2:3]1.[NH:29]1[CH2:33][CH2:32][CH2:31][CH2:30]1.C(=O)(O)[O-].[Na+]. The catalyst is CCO.CCOC(C)=O. The product is [NH2:1][C@@H:2]1[CH2:7][CH2:6][CH2:5][N:4]([C:8]2[N:9]([CH2:20][C:21]3[CH:28]=[CH:27][CH:26]=[CH:25][C:22]=3[C:23]#[N:24])[C:10](=[O:19])[C:11]3[CH:17]=[C:16]([N:29]4[CH2:33][CH2:32][CH2:31][CH2:30]4)[N:15]=[CH:14][C:12]=3[N:13]=2)[CH2:3]1. The yield is 0.320.